This data is from Reaction yield outcomes from USPTO patents with 853,638 reactions. The task is: Predict the reaction yield, written as a fraction of the theoretical maximum amount of product (1.0 means a 100% yield; for example, 0.34 means a 34% yield). (1) The product is [CH2:1]([O:3][C:4](=[O:29])[CH2:5][CH2:6][CH2:7][O:8][C:9]1[CH:14]=[CH:13][CH:12]=[C:11]([CH2:15][CH2:16][CH2:17][CH2:18][CH2:19][CH:20]=[O:36])[C:10]=1[CH2:22][CH2:23][C:24]([O:26][CH2:27][CH3:28])=[O:25])[CH3:2]. The reactants are [CH2:1]([O:3][C:4](=[O:29])[CH2:5][CH2:6][CH2:7][O:8][C:9]1[CH:14]=[CH:13][CH:12]=[C:11]([CH2:15][CH2:16][CH2:17][CH2:18][CH2:19][CH2:20]Br)[C:10]=1[CH2:22][CH2:23][C:24]([O:26][CH2:27][CH3:28])=[O:25])[CH3:2].[N+]1([O-:36])C=CC=CC=1.C(=O)(O)[O-].[Na+]. The yield is 0.810. The catalyst is C1(C)C=CC=CC=1. (2) The catalyst is C(Cl)Cl.O.O=[Mn]=O. The reactants are [CH:1]([O:3][CH2:4][CH2:5][CH2:6][N:7]1[C:12](=[O:13])[C:11]2[C:14]([CH2:25][CH2:26][CH:27]([CH3:29])[CH3:28])=[C:15]([C:18]3[CH:23]=[CH:22][CH:21]=[C:20](Cl)[CH:19]=3)[N:16]=[CH:17][C:10]=2[N:9]([CH3:30])[C:8]1=[O:31])=[O:2].C(OCCCN1C(=O)C2C(CCC(C)C)=C(C3C=CC=C([Cl:55])C=3)NCC=2N(C)C1=O)=O. The product is [CH:1]([O:3][CH2:4][CH2:5][CH2:6][N:7]1[C:12](=[O:13])[C:11]2[C:14]([CH2:25][CH2:26][CH:27]([CH3:28])[CH3:29])=[C:15]([C:18]3[CH:23]=[CH:22][C:21]([Cl:55])=[CH:20][CH:19]=3)[N:16]=[CH:17][C:10]=2[N:9]([CH3:30])[C:8]1=[O:31])=[O:2]. The yield is 0.667. (3) The reactants are [OH:1][C:2]1[CH:10]=[CH:9][C:8]2[NH:7][C:6]3[CH:11]([CH2:14][C:15]([O:17][CH2:18][CH3:19])=[O:16])[CH2:12][CH2:13][C:5]=3[C:4]=2[CH:3]=1.C(=O)([O-])[O-].[Cs+].[Cs+].Cl[CH2:27][C:28]1[CH:33]=[CH:32][C:31]([CH:34]2[CH2:38][CH2:37][CH2:36][CH2:35]2)=[C:30]([C:39]([F:42])([F:41])[F:40])[CH:29]=1. The catalyst is C(#N)C. The product is [CH:34]1([C:31]2[CH:32]=[CH:33][C:28]([CH2:27][O:1][C:2]3[CH:10]=[CH:9][C:8]4[NH:7][C:6]5[CH:11]([CH2:14][C:15]([O:17][CH2:18][CH3:19])=[O:16])[CH2:12][CH2:13][C:5]=5[C:4]=4[CH:3]=3)=[CH:29][C:30]=2[C:39]([F:40])([F:41])[F:42])[CH2:35][CH2:36][CH2:37][CH2:38]1. The yield is 0.790. (4) The reactants are FC(F)(F)S(O[C:7]1[C:16]2[CH2:15][S:14][N:13]=[C:12]([N:17]([C:25]([O:27][C:28]([CH3:31])([CH3:30])[CH3:29])=[O:26])[C:18]([O:20][C:21]([CH3:24])([CH3:23])[CH3:22])=[O:19])[C:11]3=[N:32][N:33]([CH2:35][C:36]4[C:41]([CH3:42])=[C:40]([O:43][CH3:44])[C:39]([CH3:45])=[CH:38][N:37]=4)[N:34]=[C:9]([C:10]=23)[CH:8]=1)(=O)=O.C(N([CH2:53][CH3:54])CC)C.[C]=[O:56].[CH2:57]([OH:59])C. The catalyst is C1(C=CC=CC=1)[P](C1C=CC=CC=1)(C1C=CC=CC=1)[Pd][P](C1C=CC=CC=1)(C1C=CC=CC=1)C1C=CC=CC=1. The product is [C:28]([O:27][C:25]([N:17]([C:18]([O:20][C:21]([CH3:22])([CH3:24])[CH3:23])=[O:19])[C:12]1[C:11]2[C:10]3[C:9](=[N:34][N:33]([CH2:35][C:36]4[C:41]([CH3:42])=[C:40]([O:43][CH3:44])[C:39]([CH3:45])=[CH:38][N:37]=4)[N:32]=2)[CH:8]=[C:7]([C:57]([O:59][CH2:53][CH3:54])=[O:56])[C:16]=3[CH2:15][S:14][N:13]=1)=[O:26])([CH3:30])([CH3:29])[CH3:31]. The yield is 0.620. (5) The reactants are [F:1][C:2]1[C:3]([CH3:9])=[C:4]([OH:8])[CH:5]=[CH:6][CH:7]=1.[Mg+2].[Cl-].[Cl-].[CH2:13]=[O:14].Cl. The catalyst is C(#N)C. The product is [F:1][C:2]1[CH:7]=[CH:6][C:5]([CH:13]=[O:14])=[C:4]([OH:8])[C:3]=1[CH3:9]. The yield is 0.750. (6) The reactants are [ClH:1].Cl.[C:3]1([NH2:11])[C:4]([NH2:10])=[CH:5][C:6]([NH2:9])=[CH:7][CH:8]=1.[OH:12][C:13]1[CH:18]=[CH:17][C:16]([C:19]([C:21]([C:23]2[CH:28]=[CH:27][C:26]([OH:29])=[CH:25][CH:24]=2)=O)=O)=[CH:15][CH:14]=1. The catalyst is O1CCOCC1.O. The product is [ClH:1].[ClH:1].[OH:12][C:13]1[CH:14]=[CH:15][C:16]([C:19]2[C:21]([C:23]3[CH:24]=[CH:25][C:26]([OH:29])=[CH:27][CH:28]=3)=[N:10][C:4]3[C:3](=[CH:8][CH:7]=[C:6]([NH2:9])[CH:5]=3)[N:11]=2)=[CH:17][CH:18]=1. The yield is 0.837.